Dataset: Microsomal clearance measurements from AstraZeneca. Task: Regression/Classification. Given a drug SMILES string, predict its absorption, distribution, metabolism, or excretion properties. Task type varies by dataset: regression for continuous measurements (e.g., permeability, clearance, half-life) or binary classification for categorical outcomes (e.g., BBB penetration, CYP inhibition). For this dataset (clearance_microsome_az), we predict log10(clearance) (log10 of the in vitro intrinsic clearance, CLint, in uL/min per mg of human liver microsomal protein, equivalently mL/min/g; values are censored to the assay range of 3 to 150, which is 0.477 to 2.18 on this log10 scale). (1) The drug is COCCNc1nc(NCc2ccccc2F)c2sccc2n1. The log10(clearance) is 2.18. (2) The molecule is CN(C)C[C@H](O)Cc1ccc(Cl)c(C(=O)NCC23CC4CC(CC(C4)C2)C3)c1. The log10(clearance) is 1.04. (3) The compound is O=C(O)c1ccccc1C(=O)N1CCC(N2CCC(Oc3ccc(Cl)c(Cl)c3)CC2)CC1. The log10(clearance) is 0.480. (4) The compound is Cc1ccc2c(c1)c(-c1ccnc3c(C)cccc13)c(C)n2CC(=O)O. The log10(clearance) is 0.700. (5) The molecule is Cc1oc(-c2ccccc2)cc1C(=O)Nc1cccc(C(=O)O)c1. The log10(clearance) is 0.620. (6) The compound is C(=C/c1nn[nH]n1)\c1ccccc1. The log10(clearance) is 0.480.